From a dataset of Forward reaction prediction with 1.9M reactions from USPTO patents (1976-2016). Predict the product of the given reaction. (1) Given the reactants [C:1]([C:5]1[CH:18]=[CH:17][C:16]2[C:7](=[C:8]([C:19]3[CH:28]=[CH:27][C:26]4[C:21](=[CH:22][CH:23]=[CH:24][CH:25]=4)[CH:20]=3)[C:9]3[C:14]([CH:15]=2)=[CH:13][CH:12]=[CH:11][CH:10]=3)[CH:6]=1)([CH3:4])([CH3:3])[CH3:2].[Br:29]N1C(=O)CCC1=O.CN(C)C=O, predict the reaction product. The product is: [Br:29][C:15]1[C:14]2[C:9](=[CH:10][CH:11]=[CH:12][CH:13]=2)[C:8]([C:19]2[CH:28]=[CH:27][C:26]3[C:21](=[CH:22][CH:23]=[CH:24][CH:25]=3)[CH:20]=2)=[C:7]2[C:16]=1[CH:17]=[CH:18][C:5]([C:1]([CH3:4])([CH3:2])[CH3:3])=[CH:6]2. (2) Given the reactants [CH2:1]([O:3][C:4]([C:6]1[C:10]2=[N:11][CH:12]=[CH:13][C:14](Cl)=[C:9]2[NH:8][C:7]=1[CH3:16])=[O:5])[CH3:2].[CH:17]1([CH2:20][O:21][C:22]2[CH:27]=[CH:26][C:25]([CH3:28])=[CH:24][C:23]=2B2OC(C)(C)C(C)(C)O2)[CH2:19][CH2:18]1, predict the reaction product. The product is: [CH:17]1([CH2:20][O:21][C:22]2[CH:23]=[CH:24][C:25]([CH3:28])=[CH:26][C:27]=2[C:14]2[CH:13]=[CH:12][N:11]=[C:10]3[C:6]([C:4]([O:3][CH2:1][CH3:2])=[O:5])=[C:7]([CH3:16])[NH:8][C:9]=23)[CH2:18][CH2:19]1. (3) Given the reactants FC(F)(F)C1C=C(NC(=O)NC2C=CC(C3SC(CCC(O)=O)=NC=3)=CC=2)C=CC=1.[F:31][C:32]1[CH:37]=[C:36]([F:38])[C:35]([F:39])=[CH:34][C:33]=1[NH:40][C:41](=[O:68])[NH:42][C:43]1[CH:48]=[CH:47][C:46]([C:49]2[S:53][C:52]([C:54]34[CH2:63][CH:58]5[CH2:59][CH:60]([CH2:62][C:56]([C:64]([O:66]C)=[O:65])([CH2:57]5)[CH2:55]3)[CH2:61]4)=[N:51][CH:50]=2)=[CH:45][CH:44]=1, predict the reaction product. The product is: [F:31][C:32]1[CH:37]=[C:36]([F:38])[C:35]([F:39])=[CH:34][C:33]=1[NH:40][C:41](=[O:68])[NH:42][C:43]1[CH:44]=[CH:45][C:46]([C:49]2[S:53][C:52]([C:54]34[CH2:63][CH:58]5[CH2:59][CH:60]([CH2:62][C:56]([C:64]([OH:66])=[O:65])([CH2:57]5)[CH2:55]3)[CH2:61]4)=[N:51][CH:50]=2)=[CH:47][CH:48]=1. (4) Given the reactants C1(P(C2C=CC=CC=2)C2C=CC=CC=2)C=CC=CC=1.[CH2:20]1[O:22][C@@H:21]1[CH2:23]O.[C:25]([NH2:36])(=[O:35])[C:26]1[C:27](=[CH:31][CH:32]=[CH:33][CH:34]=1)[C:28](N)=[O:29].CCOC(/N=N/C(OCC)=O)=O, predict the reaction product. The product is: [O:22]1[CH2:20][C@@H:21]1[CH2:23][N:36]1[C:25](=[O:35])[C:26]2[C:27](=[CH:31][CH:32]=[CH:33][CH:34]=2)[C:28]1=[O:29].